This data is from Forward reaction prediction with 1.9M reactions from USPTO patents (1976-2016). The task is: Predict the product of the given reaction. (1) Given the reactants Br[C:2]1[CH:7]=[CH:6][C:5]([CH2:8][CH2:9][N:10]([CH2:18][C@@H:19]([C:21]2[CH:26]=[CH:25][CH:24]=[C:23]([Cl:27])[CH:22]=2)[OH:20])[C:11](=[O:17])[O:12][C:13]([CH3:16])([CH3:15])[CH3:14])=[CH:4][CH:3]=1.[CH3:28][O:29][C:30]([C:32]1[CH:37]=[CH:36][C:35](B(O)O)=[C:34]([CH3:41])[CH:33]=1)=[O:31].C(=O)([O-])[O-].[Na+].[Na+], predict the reaction product. The product is: [C:13]([O:12][C:11]([N:10]([CH2:18][C@@H:19]([C:21]1[CH:26]=[CH:25][CH:24]=[C:23]([Cl:27])[CH:22]=1)[OH:20])[CH2:9][CH2:8][C:5]1[CH:6]=[CH:7][C:2]([C:35]2[CH:36]=[CH:37][C:32]([C:30]([O:29][CH3:28])=[O:31])=[CH:33][C:34]=2[CH3:41])=[CH:3][CH:4]=1)=[O:17])([CH3:16])([CH3:15])[CH3:14]. (2) The product is: [CH2:1]([C:3]1[N:4]([C:33]2[CH:34]=[CH:35][C:30]([O:29][CH3:28])=[CH:31][CH:32]=2)[C:5](=[O:27])[C:6]([CH2:12][C:13]2[CH:18]=[CH:17][C:16]([C:19]3[C:20]([C:25]#[N:26])=[CH:21][CH:22]=[CH:23][CH:24]=3)=[CH:15][CH:14]=2)=[C:7]([CH2:9][CH2:10][CH3:11])[N:8]=1)[CH3:2]. Given the reactants [CH2:1]([C:3]1[NH:4][C:5](=[O:27])[C:6]([CH2:12][C:13]2[CH:18]=[CH:17][C:16]([C:19]3[C:20]([C:25]#[N:26])=[CH:21][CH:22]=[CH:23][CH:24]=3)=[CH:15][CH:14]=2)=[C:7]([CH2:9][CH2:10][CH3:11])[N:8]=1)[CH3:2].[CH3:28][O:29][C:30]1[CH:35]=[CH:34][C:33](B(O)O)=[CH:32][CH:31]=1.N1C=CC=CC=1.C(N(CC)CC)C, predict the reaction product. (3) Given the reactants [F:1][C:2]1[CH:7]=[CH:6][C:5]([N:8]2[CH2:13][CH2:12][N:11]([C:14]([CH3:20])([CH3:19])/[CH:15]=[CH:16]/[C:17]#[N:18])[CH2:10][CH2:9]2)=[CH:4][CH:3]=1, predict the reaction product. The product is: [F:1][C:2]1[CH:3]=[CH:4][C:5]([N:8]2[CH2:9][CH2:10][N:11]([C:14]([CH3:20])([CH3:19])[CH2:15][CH2:16][C:17]#[N:18])[CH2:12][CH2:13]2)=[CH:6][CH:7]=1. (4) Given the reactants [NH2:1][C:2]1[CH:22]=[CH:21][C:5]([CH2:6][N:7]2[C:11]3=[N:12][C:13]([C:16]([O:18][CH3:19])=[O:17])=[CH:14][CH:15]=[C:10]3[N:9]=[C:8]2[CH3:20])=[C:4]([Cl:23])[CH:3]=1.[C:24](OC(=O)C)(=[O:26])[CH3:25].C(O)(=O)C, predict the reaction product. The product is: [C:24]([NH:1][C:2]1[CH:22]=[CH:21][C:5]([CH2:6][N:7]2[C:11]3=[N:12][C:13]([C:16]([O:18][CH3:19])=[O:17])=[CH:14][CH:15]=[C:10]3[N:9]=[C:8]2[CH3:20])=[C:4]([Cl:23])[CH:3]=1)(=[O:26])[CH3:25]. (5) Given the reactants [CH3:1][N:2]([CH3:30])[C:3]1[CH:8]=[CH:7][C:6]([C:9]2[NH:14][C:13](=[O:15])[C:12]([C:16]([O:18][CH2:19][C:20]3[CH:25]=[CH:24][CH:23]=[CH:22][CH:21]=3)=[O:17])=[C:11]([OH:26])[C:10]=2/[CH:27]=C/C)=[CH:5][CH:4]=1.N1C(C)=CC=CC=1C.[O:39]1CCOCC1.O, predict the reaction product. The product is: [CH3:30][N:2]([CH3:1])[C:3]1[CH:8]=[CH:7][C:6]([C:9]2[NH:14][C:13](=[O:15])[C:12]([C:16]([O:18][CH2:19][C:20]3[CH:25]=[CH:24][CH:23]=[CH:22][CH:21]=3)=[O:17])=[C:11]([OH:26])[C:10]=2[CH:27]=[O:39])=[CH:5][CH:4]=1. (6) Given the reactants C([O:3][CH2:4][CH2:5][CH2:6][N:7]1[C:12](=[O:13])[C:11]2[C:14]([CH2:28][C:29]3[CH:34]=[CH:33][C:32]([F:35])=[CH:31][CH:30]=3)=[C:15]([O:18][C:19]3[CH:24]=[CH:23][CH:22]=[CH:21][C:20]=3[CH:25]([CH3:27])[CH3:26])[CH:16]=[N:17][C:10]=2[N:9]([CH3:36])[C:8]1=[O:37])=O.O[Li].O, predict the reaction product. The product is: [F:35][C:32]1[CH:31]=[CH:30][C:29]([CH2:28][C:14]2[C:11]3[C:12](=[O:13])[N:7]([CH2:6][CH2:5][CH2:4][OH:3])[C:8](=[O:37])[N:9]([CH3:36])[C:10]=3[N:17]=[CH:16][C:15]=2[O:18][C:19]2[CH:24]=[CH:23][CH:22]=[CH:21][C:20]=2[CH:25]([CH3:26])[CH3:27])=[CH:34][CH:33]=1. (7) The product is: [C:1]([O:20][CH2:21][CH:22]1[O:24][CH2:23]1)(=[O:19])[CH2:2][CH2:3][CH2:4][CH2:5][CH2:6][CH2:7][CH2:8][CH2:9][CH2:10][CH2:11][CH2:12][CH2:13][CH2:14][CH2:15][CH2:16][CH2:17][CH3:18]. Given the reactants [C:1]([O:20][CH2:21][CH:22]1[O:24][CH2:23]1)(=[O:19])[CH2:2][CH2:3][CH2:4][CH2:5][CH2:6][CH2:7][CH2:8]/[CH:9]=[CH:10]\[CH2:11][CH2:12][CH2:13][CH2:14][CH2:15][CH2:16][CH2:17][CH3:18].C([O-])(=O)CCCCCCCCCCCCCCC.C([O-])(=O)CCCCCCC/C=C\C/C=C\CCCCC.CC/C=C\C/C=C\C/C=C\CCCCCCCC(O)=O, predict the reaction product. (8) Given the reactants [CH2:1]([C:3]([C:21]1[CH:29]=[CH:28][C:24]([C:25](O)=[O:26])=[C:23]([CH3:30])[CH:22]=1)([C:6]1[CH:11]=[CH:10][C:9]([C:12]#[C:13][C:14]2([OH:19])[CH2:18][CH2:17][CH2:16][CH2:15]2)=[C:8]([CH3:20])[CH:7]=1)[CH2:4][CH3:5])[CH3:2].Cl.[CH3:32][O:33][C:34](=[O:39])[C:35]([NH2:38])([CH3:37])[CH3:36].O.ON1C2C=CC=CC=2N=N1.C(N(CC)CC)C, predict the reaction product. The product is: [CH3:32][O:33][C:34](=[O:39])[C:35]([NH:38][C:25](=[O:26])[C:24]1[CH:28]=[CH:29][C:21]([C:3]([CH2:1][CH3:2])([C:6]2[CH:11]=[CH:10][C:9]([C:12]#[C:13][C:14]3([OH:19])[CH2:15][CH2:16][CH2:17][CH2:18]3)=[C:8]([CH3:20])[CH:7]=2)[CH2:4][CH3:5])=[CH:22][C:23]=1[CH3:30])([CH3:37])[CH3:36].